Dataset: Full USPTO retrosynthesis dataset with 1.9M reactions from patents (1976-2016). Task: Predict the reactants needed to synthesize the given product. (1) Given the product [CH3:1][O:2][C:3](=[O:55])[C@@H:4]([NH:20][C:21]([C@@H:23]1[CH2:36][C:35]2[CH:34]=[C:33]3[C:28]([O:29][C@@H:30]([C:39]4[CH:40]=[CH:41][C:42]([O:45][CH2:60][C:59]5[CH:62]=[CH:63][C:64]([Cl:65])=[C:57]([Cl:56])[CH:58]=5)=[CH:43][CH:44]=4)[C:31](=[O:38])[N:32]3[CH3:37])=[CH:27][C:26]=2[CH2:25][N:24]1[C@H:46]([C:49]1[CH:50]=[CH:51][CH:52]=[CH:53][CH:54]=1)[CH2:47][CH3:48])=[O:22])[CH2:5][C:6]1[CH:11]=[CH:10][C:9]([C:12]2[CH:13]=[CH:14][C:15]([O:18][CH3:19])=[CH:16][CH:17]=2)=[CH:8][CH:7]=1, predict the reactants needed to synthesize it. The reactants are: [CH3:1][O:2][C:3](=[O:55])[C@@H:4]([NH:20][C:21]([C@@H:23]1[CH2:36][C:35]2[CH:34]=[C:33]3[C:28]([O:29][C@@H:30]([C:39]4[CH:44]=[CH:43][C:42]([OH:45])=[CH:41][CH:40]=4)[C:31](=[O:38])[N:32]3[CH3:37])=[CH:27][C:26]=2[CH2:25][N:24]1[C@H:46]([C:49]1[CH:54]=[CH:53][CH:52]=[CH:51][CH:50]=1)[CH2:47][CH3:48])=[O:22])[CH2:5][C:6]1[CH:11]=[CH:10][C:9]([C:12]2[CH:17]=[CH:16][C:15]([O:18][CH3:19])=[CH:14][CH:13]=2)=[CH:8][CH:7]=1.[Cl:56][C:57]1[CH:58]=[C:59]([CH:62]=[CH:63][C:64]=1[Cl:65])[CH2:60]Br.C(=O)([O-])[O-].[K+].[K+].C(=O)([O-])[O-].[Na+].[Na+]. (2) Given the product [CH3:1][O:2][C:3]1[CH:4]=[C:5]2[C:10](=[CH:11][C:12]=1[O:13][CH3:14])[N:9]=[CH:8][CH:7]=[C:6]2[O:15][C:16]1[CH:22]=[CH:21][C:19]([NH:20][C:54]([NH:51][C:52]2[CH:53]=[CH:40][CH:39]=[C:38]([F:37])[C:29]=2[O:30][CH3:31])=[O:48])=[C:18]([CH3:23])[C:17]=1[CH3:24], predict the reactants needed to synthesize it. The reactants are: [CH3:1][O:2][C:3]1[CH:4]=[C:5]2[C:10](=[CH:11][C:12]=1[O:13][CH3:14])[N:9]=[CH:8][CH:7]=[C:6]2[O:15][C:16]1[CH:22]=[CH:21][C:19]([NH2:20])=[C:18]([CH3:23])[C:17]=1[CH3:24].ClC(Cl)(O[C:29](=O)[O:30][C:31](Cl)(Cl)Cl)Cl.[F:37][C:38]1C=CC=[C:40](OC)[C:39]=1N.C[OH:48].C([N:51]([CH2:54]C)[CH2:52][CH3:53])C. (3) Given the product [Cl:11][C:9]1[CH:8]=[CH:7][C:6]2[O:12][CH2:2][C:3](=[O:4])[C:5]=2[CH:10]=1, predict the reactants needed to synthesize it. The reactants are: Cl[CH2:2][C:3]([C:5]1[CH:10]=[C:9]([Cl:11])[CH:8]=[CH:7][C:6]=1[OH:12])=[O:4].C([O-])(=O)C.[Na+]. (4) Given the product [C:20]([O:24][C:25](=[O:26])[NH:27][C@H:28]([C:38]1[C:43]([C:2]2[CH:3]=[CH:4][C:5]([Cl:13])=[C:6]3[C:10]=2[N:9]([CH3:11])[N:8]=[C:7]3[OH:12])=[CH:42][CH:41]=[C:40]([C:47]#[C:48][C:49]2([OH:55])[CH2:54][CH2:53][O:52][CH2:51][CH2:50]2)[N:39]=1)[CH2:29][C:30]1[CH:31]=[C:32]([F:37])[CH:33]=[C:34]([F:36])[CH:35]=1)([CH3:23])([CH3:21])[CH3:22], predict the reactants needed to synthesize it. The reactants are: Br[C:2]1[CH:3]=[CH:4][C:5]([Cl:13])=[C:6]2[C:10]=1[N:9]([CH3:11])[N:8]=[C:7]2[OH:12].C([O-])([O-])=O.[Na+].[Na+].[C:20]([O:24][C:25]([NH:27][C@H:28]([C:38]1[C:43](B(O)O)=[CH:42][CH:41]=[C:40]([C:47]#[C:48][C:49]2([OH:55])[CH2:54][CH2:53][O:52][CH2:51][CH2:50]2)[N:39]=1)[CH2:29][C:30]1[CH:35]=[C:34]([F:36])[CH:33]=[C:32]([F:37])[CH:31]=1)=[O:26])([CH3:23])([CH3:22])[CH3:21].O. (5) Given the product [NH:11]1[C:19]2[C:14](=[CH:15][C:16](/[CH:20]=[C:3]3/[C:2](=[O:10])[NH:1][C:5]4[C:4]/3=[CH:9][CH:8]=[CH:7][N:6]=4)=[CH:17][CH:18]=2)[CH:13]=[N:12]1, predict the reactants needed to synthesize it. The reactants are: [NH:1]1[C:5]2=[N:6][CH:7]=[CH:8][CH:9]=[C:4]2[CH2:3][C:2]1=[O:10].[NH:11]1[C:19]2[C:14](=[CH:15][C:16]([CH:20]=O)=[CH:17][CH:18]=2)[CH:13]=[N:12]1. (6) Given the product [C:1]([O:5][C:6](=[O:7])[CH2:8][CH:9]([NH:10][C:11]([O:13][C:14]([CH3:17])([CH3:15])[CH3:16])=[O:12])[C:18]1[CH:26]=[CH:25][C:21]([C:22](=[O:23])[NH:37][C:36]2[CH:32]=[CH:30][N:29]=[CH:33][CH:35]=2)=[CH:20][CH:19]=1)([CH3:4])([CH3:3])[CH3:2], predict the reactants needed to synthesize it. The reactants are: [C:1]([O:5][C:6]([CH2:8][CH:9]([C:18]1[CH:26]=[CH:25][C:21]([C:22](O)=[O:23])=[CH:20][CH:19]=1)[NH:10][C:11]([O:13][C:14]([CH3:17])([CH3:16])[CH3:15])=[O:12])=[O:7])([CH3:4])([CH3:3])[CH3:2].CC[N:29]([CH:33]([CH3:35])C)[CH:30]([CH3:32])C.[CH3:36][N:37](C(ON1N=NC2C=CC=CC1=2)=[N+](C)C)C.[B-](F)(F)(F)F.C1C=CC2N(O)N=NC=2C=1.NC1C=CN=CC=1.CN(C(ON1N=NC2C=CC=CC1=2)=[N+](C)C)C.[B-](F)(F)(F)F.